Dataset: Full USPTO retrosynthesis dataset with 1.9M reactions from patents (1976-2016). Task: Predict the reactants needed to synthesize the given product. (1) Given the product [NH2:95][C:59]1[CH:64]=[C:63]([Cl:65])[C:62]([CH2:66][CH:67]2[CH2:71][CH2:70][N:69]([CH:72]3[CH2:77][CH2:76][CH2:75][CH2:74][CH2:73]3)[C:68]2=[O:78])=[C:61]([Cl:79])[CH:60]=1, predict the reactants needed to synthesize it. The reactants are: C1C=CC(P(C2C(C3C(P(C4C=CC=CC=4)C4C=CC=CC=4)=CC=C4C=3C=CC=C4)=C3C(C=CC=C3)=CC=2)C2C=CC=CC=2)=CC=1.C([O-])([O-])=O.[Cs+].[Cs+].FC(F)(F)S(O[C:59]1[CH:64]=[C:63]([Cl:65])[C:62]([CH2:66][CH:67]2[CH2:71][CH2:70][N:69]([CH:72]3[CH2:77][CH2:76][CH2:75][CH2:74][CH2:73]3)[C:68]2=[O:78])=[C:61]([Cl:79])[CH:60]=1)(=O)=O.C(=[NH:95])(C1C=CC=CC=1)C1C=CC=CC=1.C([O-])(=O)C.[Na+].Cl.NO. (2) Given the product [C:1]([O:5][C:6]([N:8]1[CH2:13][CH2:12][CH:11]([C:14](=[O:26])[C:15]2[CH:16]=[CH:17][C:18]([S:21](=[O:25])(=[O:24])[NH:22][CH3:23])=[CH:19][CH:20]=2)[CH2:10][CH2:9]1)=[O:7])([CH3:4])([CH3:2])[CH3:3], predict the reactants needed to synthesize it. The reactants are: [C:1]([O:5][C:6]([N:8]1[CH2:13][CH2:12][CH:11]([CH:14]([OH:26])[C:15]2[CH:20]=[CH:19][C:18]([S:21](=[O:25])(=[O:24])[NH:22][CH3:23])=[CH:17][CH:16]=2)[CH2:10][CH2:9]1)=[O:7])([CH3:4])([CH3:3])[CH3:2].C1C=C[NH+]=CC=1.[O-][Cr](Cl)(=O)=O. (3) The reactants are: [F:1][C:2]1[CH:34]=[CH:33][CH:32]=[C:31]([F:35])[C:3]=1[CH2:4][O:5][C:6]1[N:11]2[N:12]=[C:13]([CH3:29])[C:14]([C:15]([NH:17][CH2:18][C@H:19]3[CH2:24][CH2:23][C@H:22]([C:25]([O:27]C)=[O:26])[CH2:21][CH2:20]3)=[O:16])=[C:10]2[CH:9]=[C:8]([CH3:30])[CH:7]=1.[OH-].[Li+].Cl. Given the product [F:1][C:2]1[CH:34]=[CH:33][CH:32]=[C:31]([F:35])[C:3]=1[CH2:4][O:5][C:6]1[N:11]2[N:12]=[C:13]([CH3:29])[C:14]([C:15]([NH:17][CH2:18][C@H:19]3[CH2:20][CH2:21][C@H:22]([C:25]([OH:27])=[O:26])[CH2:23][CH2:24]3)=[O:16])=[C:10]2[CH:9]=[C:8]([CH3:30])[CH:7]=1, predict the reactants needed to synthesize it. (4) Given the product [O:20]1[C:3]2[CH:4]=[CH:5][C:9]([C:12]([OH:17])=[O:13])=[CH:10][C:2]=2[N:1]=[CH:19]1, predict the reactants needed to synthesize it. The reactants are: [NH2:1][C:2]1[CH:10]=[CH:9][C:5](C(O)=O)=[CH:4][C:3]=1O.[CH:12]([O:17]C)(OC)[O:13]C.[CH3:19][OH:20].